From a dataset of Forward reaction prediction with 1.9M reactions from USPTO patents (1976-2016). Predict the product of the given reaction. (1) The product is: [F:39][C:40]1([F:52])[CH2:17][CH:16]1[C:13]1[CH:12]=[CH:11][C:10]([CH:4]([C@@H:3]([CH3:18])[C:2]([F:1])([F:19])[F:20])[C:53]([O:56][CH2:34][CH3:37])=[O:54])=[CH:15][CH:14]=1. Given the reactants [F:1][C:2]([F:20])([F:19])[C@H:3]([CH3:18])[CH:4]([C:10]1[CH:15]=[CH:14][C:13]([CH:16]=[CH2:17])=[CH:12][CH:11]=1)C(OCC)=O.[F-].[Na+].C(C1C=C(C)C=C([C:34]([CH3:37])(C)C)C=1O)(C)(C)C.[F:39][C:40]([F:52])(S(F)(=O)=O)C(O[Si](C)(C)C)=O.[C:53]([O-:56])(O)=[O:54].[Na+], predict the reaction product. (2) Given the reactants Cl[C:2]1[C:11]([N+:12]([O-:14])=[O:13])=[CH:10][C:9]2[C:4](=[CH:5][CH:6]=[C:7]([O:15][CH3:16])[CH:8]=2)[N:3]=1.[NH3:17], predict the reaction product. The product is: [NH2:17][C:2]1[C:11]([N+:12]([O-:14])=[O:13])=[CH:10][C:9]2[C:4](=[CH:5][CH:6]=[C:7]([O:15][CH3:16])[CH:8]=2)[N:3]=1. (3) Given the reactants [CH2:1]([N:3]1[CH2:8][C:7]([CH3:10])([CH3:9])[O:6][C:5](=[O:11])[CH:4]1[CH2:12][C:13]([OH:15])=O)[CH3:2].C(N(C(C)C)CC)(C)C.CN(C(ON1N=NC2C=CC=NC1=2)=[N+](C)C)C.F[P-](F)(F)(F)(F)F.[S:49]1[CH:53]=[CH:52][CH:51]=[C:50]1[CH2:54][NH2:55], predict the reaction product. The product is: [CH2:1]([N:3]1[CH2:8][C:7]([CH3:9])([CH3:10])[O:6][C:5](=[O:11])[CH:4]1[CH2:12][C:13]([NH:55][CH2:54][C:50]1[S:49][CH:53]=[CH:52][CH:51]=1)=[O:15])[CH3:2]. (4) Given the reactants [F:1][CH:2]([F:24])[O:3][C:4]1[CH:5]=[C:6]([N:10]2[CH:15]=[CH:14][C:13](=[O:16])[C:12]([C:17](=O)/[CH:18]=[CH:19]/[N:20](C)C)=[N:11]2)[CH:7]=[CH:8][CH:9]=1.[NH:25]([C:27]1[CH:32]=[CH:31][CH:30]=[CH:29][N:28]=1)N, predict the reaction product. The product is: [F:1][CH:2]([F:24])[O:3][C:4]1[CH:5]=[C:6]([N:10]2[CH:15]=[CH:14][C:13](=[O:16])[C:12]([C:17]3[N:25]([C:27]4[CH:32]=[CH:31][CH:30]=[CH:29][N:28]=4)[N:20]=[CH:19][CH:18]=3)=[N:11]2)[CH:7]=[CH:8][CH:9]=1. (5) Given the reactants Cl.Cl[CH2:3][N:4]1[CH:8]=[C:7]2[CH2:9][CH2:10][C:11]([CH3:13])([CH3:12])[C:6]2=[N:5]1.[F:14][C:15]([F:24])([F:23])[CH2:16][CH2:17][CH:18]([C:21]#[N:22])[C:19]#[N:20].C(=O)([O-])[O-].[K+].[K+].O, predict the reaction product. The product is: [CH3:12][C:11]1([CH3:13])[C:6]2=[N:5][N:4]([CH2:3][C:18]([CH2:17][CH2:16][C:15]([F:14])([F:23])[F:24])([C:19]#[N:20])[C:21]#[N:22])[CH:8]=[C:7]2[CH2:9][CH2:10]1. (6) Given the reactants [H-].[Ca+2].[H-].[Br:4][C:5]1[N:6]=[CH:7][C:8]([OH:12])=[N:9][C:10]=1[Cl:11].[CH3:13][O:14][C:15]1[CH:20]=[CH:19][C:18]([CH2:21]Br)=[CH:17][CH:16]=1, predict the reaction product. The product is: [Br:4][C:5]1[N:6]=[CH:7][C:8](=[O:12])[N:9]([CH2:21][C:18]2[CH:19]=[CH:20][C:15]([O:14][CH3:13])=[CH:16][CH:17]=2)[C:10]=1[Cl:11]. (7) Given the reactants [Cl:1][C:2]1[CH:10]=[C:9]2[C:5]([C:6]([C:11]([O:13]CC)=[O:12])=[N:7][NH:8]2)=[CH:4][C:3]=1[C:16]1[CH:21]=[CH:20][C:19]([N:22]2[CH2:27][CH2:26][O:25][CH2:24][CH2:23]2)=[CH:18][CH:17]=1.[OH-].[Na+], predict the reaction product. The product is: [Cl:1][C:2]1[CH:10]=[C:9]2[C:5]([C:6]([C:11]([OH:13])=[O:12])=[N:7][NH:8]2)=[CH:4][C:3]=1[C:16]1[CH:21]=[CH:20][C:19]([N:22]2[CH2:23][CH2:24][O:25][CH2:26][CH2:27]2)=[CH:18][CH:17]=1.